Dataset: Reaction yield outcomes from USPTO patents with 853,638 reactions. Task: Predict the reaction yield, written as a fraction of the theoretical maximum amount of product (1.0 means a 100% yield; for example, 0.34 means a 34% yield). (1) The reactants are [OH:1][CH:2]1[CH:7]([NH:8][C:9](=[O:15])[O:10][C:11]([CH3:14])([CH3:13])[CH3:12])[CH:6]=[C:5]([C:16]2[CH:21]=[CH:20][N:19]=[CH:18][C:17]=2[N+:22]([O-:24])=[O:23])[CH2:4][CH:3]1[CH3:25].C(N(CC)CC)C.[CH3:33][S:34](Cl)(=[O:36])=[O:35].O. The catalyst is C(Cl)Cl. The product is [CH3:33][S:34]([O:1][CH:2]1[CH:3]([CH3:25])[CH2:4][C:5]([C:16]2[CH:21]=[CH:20][N:19]=[CH:18][C:17]=2[N+:22]([O-:24])=[O:23])=[CH:6][CH:7]1[NH:8][C:9]([O:10][C:11]([CH3:12])([CH3:13])[CH3:14])=[O:15])(=[O:36])=[O:35]. The yield is 0.650. (2) The reactants are [CH2:1]([O:3][C:4](=[O:18])[C:5](=O)[CH:6]([C:14](=[O:16])[CH3:15])[C:7]([O:9][C:10]([CH3:13])([CH3:12])[CH3:11])=[O:8])[CH3:2].C([N:21](CC)CC)C.Cl.NO.Cl. The catalyst is C(Cl)(Cl)Cl. The product is [CH2:1]([O:3][C:4]([C:5]1[C:6]([C:7]([O:9][C:10]([CH3:13])([CH3:12])[CH3:11])=[O:8])=[C:14]([CH3:15])[O:16][N:21]=1)=[O:18])[CH3:2]. The yield is 0.770. (3) The reactants are [CH2:1]([O:8][C:9]([N:11]1[CH2:16][CH2:15][CH2:14][C@@H:13]([C:17]2[N:21]3[C:22]([C:27]([O:29][CH2:30][CH3:31])=[O:28])=[CH:23][N:24]=[C:25](Cl)[C:20]3=[C:19]([Br:32])[N:18]=2)[CH2:12]1)=[O:10])[C:2]1[CH:7]=[CH:6][CH:5]=[CH:4][CH:3]=1.[NH3:33].CC(O)C. No catalyst specified. The product is [NH2:33][C:25]1[C:20]2[N:21]([C:17]([C@@H:13]3[CH2:14][CH2:15][CH2:16][N:11]([C:9]([O:8][CH2:1][C:2]4[CH:7]=[CH:6][CH:5]=[CH:4][CH:3]=4)=[O:10])[CH2:12]3)=[N:18][C:19]=2[Br:32])[C:22]([C:27]([O:29][CH2:30][CH3:31])=[O:28])=[CH:23][N:24]=1. The yield is 0.980. (4) The reactants are Br[C:2]1[CH:3]=[N:4][CH:5]=[CH:6][CH:7]=1.[CH2:8]([NH2:14])[CH2:9][CH2:10][CH2:11][CH2:12][CH3:13]. No catalyst specified. The product is [CH2:8]([NH:14][C:2]1[CH:3]=[N:4][CH:5]=[CH:6][CH:7]=1)[CH2:9][CH2:10][CH2:11][CH2:12][CH3:13]. The yield is 0.820. (5) The reactants are [C:1]1([S:7]([NH:10][CH2:11][CH2:12][N:13]2[C:21]3[CH:20]=[CH:19][CH:18]=[CH:17][C:16]=3[C:15]3[CH2:22][CH2:23][N:24](C(OC(C)(C)C)=O)[CH2:25][CH2:26][C:14]2=3)(=[O:9])=[O:8])[CH:6]=[CH:5][CH:4]=[CH:3][CH:2]=1.C(C(O)=O)(F)(F)F.C(Cl)[Cl:42]. No catalyst specified. The product is [ClH:42].[CH2:22]1[C:15]2[C:16]3[CH:17]=[CH:18][CH:19]=[CH:20][C:21]=3[N:13]([CH2:12][CH2:11][NH:10][S:7]([C:1]3[CH:6]=[CH:5][CH:4]=[CH:3][CH:2]=3)(=[O:8])=[O:9])[C:14]=2[CH2:26][CH2:25][NH:24][CH2:23]1. The yield is 0.900. (6) The reactants are [CH2:1]([P:3]([CH2:6][CH3:7])[CH2:4][CH3:5])[CH3:2].[Br:8][CH2:9][CH2:10][CH2:11][CH2:12][CH2:13][CH2:14][CH2:15][CH2:16][CH2:17][CH2:18][CH2:19][CH3:20].CCCCCC. The catalyst is C1(C)C=CC=CC=1. The product is [Br-:8].[CH2:1]([P+:3]([CH2:6][CH3:7])([CH2:4][CH3:5])[CH2:9][CH2:10][CH2:11][CH2:12][CH2:13][CH2:14][CH2:15][CH2:16][CH2:17][CH2:18][CH2:19][CH3:20])[CH3:2]. The yield is 0.900.